Task: Regression. Given a target protein amino acid sequence and a drug SMILES string, predict the binding affinity score between them. We predict pIC50 (pIC50 = -log10(IC50 in M); higher means more potent). Dataset: bindingdb_ic50.. Dataset: Drug-target binding data from BindingDB using IC50 measurements (1) The drug is [N-]=[N+]=NC[C@H]1O[C@@H](n2c(SCC(=O)NCc3cccc(Br)c3)nc3c(N)ncnc32)[C@H](O)[C@@H]1O. The target protein (Q5HH78) has sequence MRYTILTKGDSKSNALKHKMMNYMKDFRMIEDSENPEIVISVGGDGTLLQAFHQYSHMLSKVAFVGVHTGHLGFYADWLPHEVEKLIIEINNSEFQVIEYPLLEIIMRYNDNGYETRYLALNEATMKTENGSTLVVDVNLRGKHFERFRGDGLCVSTPSGSTAYNKALGGALIHPSLEAMQITEIASINNRVFRTVGSPLVLPKHHTCLISPVNHDTIRMTIDHVSIKHKNVNSIQYRVANEKVRFARFRPFPFWKRVHDSFISSDEER. The pIC50 is 3.4. (2) The small molecule is Cc1[nH]c2ncc(-c3cnn(C4CCNCC4)c3)cc2c1C(C)c1c(Cl)ccc(F)c1Cl. The target protein sequence is MGAIGLLWLLPLLLSTAAVGSGMGTGQRAGSPAAGPPLQPREPLSYSRLQRKSLAVDFVVPSLFRVYARDLLLPPSSSELKAGRPEARGSLALDCAPLLRLLGPAPGVSWTAGSPAPAEARTLSRVLKGGSVRKLRRAKQLVLELGEEAILEGCVGPPGEAAVGLLQFNLSELFSWWIRQGEGRLRIRLMPEKKASEVGREGRLSAAIRASQPRLLFQIFGTGHSSLESPTNMPSPSPDYFTWNLTWIMKDSFPFLSHRSRYGLECSFDFPCELEYSPPLHDLRNQSWSWRRIPSEEASQMDLLDGPGAERSKEMPRGSFLLLNTSADSKHTILSPWMRSSSEHCTLAVSVHRHLQPSGRYIAQLLPHNEAAREILLMPTPGKHGWTVLQGRIGRPDNPFRVALEYISSGNRSLSAVDFFALKNCSEGTSPGSKMALQSSFTCWNGTVLQLGQACDFHQDCAQGEDESQMCRKLPVGFYCNFEDGFCGWTQGTLSPHTPQ.... The pIC50 is 5.8.